This data is from HIV replication inhibition screening data with 41,000+ compounds from the AIDS Antiviral Screen. The task is: Binary Classification. Given a drug SMILES string, predict its activity (active/inactive) in a high-throughput screening assay against a specified biological target. (1) The molecule is OCC1C(O)C(O)C2SCCN12. The result is 0 (inactive). (2) The drug is CN(C(=O)c1ccccc1)c1ccc2c(c1)C(=O)c1ccccc1C2=O. The result is 0 (inactive). (3) The drug is NC(=O)NNc1nc(-c2ccccc2)cs1. The result is 0 (inactive). (4) The compound is C=C1C(OC(=O)C(OC(C)=O)C(c2ccccc2)N(C)C)CC(OC(C)=O)C2(C)C(OC(C)=O)C(OC(C)=O)C3=C(C)C(OC(C)=O)CC(C(OC(C)=O)C12)C3(C)C. The result is 0 (inactive).